From a dataset of Peptide-MHC class II binding affinity with 134,281 pairs from IEDB. Regression. Given a peptide amino acid sequence and an MHC pseudo amino acid sequence, predict their binding affinity value. This is MHC class II binding data. (1) The peptide sequence is AGGAGGVGAVGGKGG. The MHC is HLA-DQA10101-DQB10501 with pseudo-sequence HLA-DQA10101-DQB10501. The binding affinity (normalized) is 0. (2) The peptide sequence is ASTNDDEVLIEVNPP. The MHC is DRB1_0701 with pseudo-sequence DRB1_0701. The binding affinity (normalized) is 0. (3) The peptide sequence is QNLARTISEAGQAMA. The MHC is HLA-DPA10103-DPB10401 with pseudo-sequence HLA-DPA10103-DPB10401. The binding affinity (normalized) is 0.0974. (4) The peptide sequence is IITPTNVSHIQSAVV. The MHC is DRB1_1302 with pseudo-sequence DRB1_1302. The binding affinity (normalized) is 0.678. (5) The peptide sequence is CQEFSLGDTEFQLVY. The MHC is DRB1_0101 with pseudo-sequence DRB1_0101. The binding affinity (normalized) is 0.316. (6) The peptide sequence is PVQEFTVPRTKYTAT. The MHC is DRB3_0101 with pseudo-sequence DRB3_0101. The binding affinity (normalized) is 0.238. (7) The peptide sequence is AAATAGTTVYGAFAA. The MHC is HLA-DPA10201-DPB11401 with pseudo-sequence HLA-DPA10201-DPB11401. The binding affinity (normalized) is 0.209.